The task is: Predict which catalyst facilitates the given reaction.. This data is from Catalyst prediction with 721,799 reactions and 888 catalyst types from USPTO. (1) Reactant: [F:1][C:2]1([F:14])[CH2:7][CH2:6][CH:5]([NH:8][C:9](=O)[CH:10]([CH3:12])[CH3:11])[CH2:4][CH2:3]1.B.C1COCC1. Product: [F:1][C:2]1([F:14])[CH2:7][CH2:6][CH:5]([NH:8][CH2:9][CH:10]([CH3:11])[CH3:12])[CH2:4][CH2:3]1. The catalyst class is: 1. (2) Reactant: [C:1]([O:7][CH2:8][CH2:9][C:10]#[N:11])(=[O:6])[CH2:2][C:3]([CH3:5])=[O:4].[O:12]1[C:17]2[CH:18]=[CH:19][C:20]([CH:22]=O)=[CH:21][C:16]=2[O:15][CH2:14][CH2:13]1.N1CCCCC1.C(O)(=O)C. Product: [C:10]([CH2:9][CH2:8][O:7][C:1](=[O:6])[C:2](=[CH:22][C:20]1[CH:19]=[CH:18][C:17]2[O:12][CH2:13][CH2:14][O:15][C:16]=2[CH:21]=1)[C:3](=[O:4])[CH3:5])#[N:11]. The catalyst class is: 41. (3) Product: [C:29]([NH:1][C:2]1[CH:7]=[CH:6][C:5]([NH:8]/[C:9](=[C:16]2\[C:17](=[O:28])[NH:18][C:19]3[C:24]\2=[CH:23][C:22]([N+:25]([O-:27])=[O:26])=[CH:21][CH:20]=3)/[C:10]2[CH:11]=[CH:12][CH:13]=[CH:14][CH:15]=2)=[CH:4][CH:3]=1)(=[O:31])[CH3:30]. The catalyst class is: 15. Reactant: [NH2:1][C:2]1[CH:7]=[CH:6][C:5]([NH:8]/[C:9](=[C:16]2\[C:17](=[O:28])[NH:18][C:19]3[C:24]\2=[CH:23][C:22]([N+:25]([O-:27])=[O:26])=[CH:21][CH:20]=3)/[C:10]2[CH:15]=[CH:14][CH:13]=[CH:12][CH:11]=2)=[CH:4][CH:3]=1.[C:29](OC(=O)C)(=[O:31])[CH3:30]. (4) Reactant: [C:1]([CH2:3][CH2:4][C:5]1[CH:6]=[C:7]([CH:12]=[CH:13][CH:14]=1)[C:8]([O:10]C)=[O:9])#[N:2].O1CCCC1.[OH-].[Na+].Cl. Product: [C:1]([CH2:3][CH2:4][C:5]1[CH:6]=[C:7]([CH:12]=[CH:13][CH:14]=1)[C:8]([OH:10])=[O:9])#[N:2]. The catalyst class is: 5. (5) Reactant: [H-].[Na+].[CH3:3]I.[OH:5][C:6]([CH:9]1[CH2:14][CH2:13][N:12]([C:15]([O:17][CH2:18][C:19]2[CH:24]=[CH:23][CH:22]=[CH:21][CH:20]=2)=[O:16])[CH2:11][CH2:10]1)([CH3:8])[CH3:7]. Product: [CH3:3][O:5][C:6]([CH:9]1[CH2:14][CH2:13][N:12]([C:15]([O:17][CH2:18][C:19]2[CH:24]=[CH:23][CH:22]=[CH:21][CH:20]=2)=[O:16])[CH2:11][CH2:10]1)([CH3:8])[CH3:7]. The catalyst class is: 7. (6) Reactant: I[C:2]1[CH:7]=[CH:6][CH:5]=[CH:4][CH:3]=1.[NH:8]1[CH:12]=[N:11][CH:10]=[N:9]1.C(=O)([O-])[O-].[Cs+].[Cs+]. Product: [C:2]1([N:8]2[CH:12]=[N:11][CH:10]=[N:9]2)[CH:7]=[CH:6][CH:5]=[CH:4][CH:3]=1. The catalyst class is: 3. (7) Reactant: O[C:2]1[CH:7]=[CH:6][CH:5]=[CH:4][C:3]=1[NH:8][C:9]1[CH:17]=[CH:16][CH:15]=[CH:14][C:10]=1[C:11]([OH:13])=[O:12].C1(C)C=CC(S(O)(=O)=O)=CC=1.O. Product: [CH:14]1[C:10]2[C:11](=[O:13])[O:12][C:2]3[CH:7]=[CH:6][CH:5]=[CH:4][C:3]=3[NH:8][C:9]=2[CH:17]=[CH:16][CH:15]=1. The catalyst class is: 11. (8) Reactant: F[C:2]1[CH:9]=[C:8]([F:10])[CH:7]=[CH:6][C:3]=1[CH:4]=O.[C:11]([O:15][CH3:16])(=[O:14])[CH2:12][SH:13].C(N(CC)CC)C. Product: [F:10][C:8]1[CH:7]=[CH:6][C:3]2[CH:4]=[C:12]([C:11]([O:15][CH3:16])=[O:14])[S:13][C:2]=2[CH:9]=1. The catalyst class is: 16.